This data is from Reaction yield outcomes from USPTO patents with 853,638 reactions. The task is: Predict the reaction yield, written as a fraction of the theoretical maximum amount of product (1.0 means a 100% yield; for example, 0.34 means a 34% yield). The reactants are [Cl:1][C:2]1[CH:3]=[C:4]([CH:8]=[CH:9][C:10]=1[CH3:11])[C:5]([OH:7])=[O:6].S(Cl)(Cl)=O.[CH3:16]O. No catalyst specified. The product is [Cl:1][C:2]1[CH:3]=[C:4]([CH:8]=[CH:9][C:10]=1[CH3:11])[C:5]([O:7][CH3:16])=[O:6]. The yield is 0.960.